Dataset: Full USPTO retrosynthesis dataset with 1.9M reactions from patents (1976-2016). Task: Predict the reactants needed to synthesize the given product. (1) The reactants are: BrBr.[Cl:3][CH2:4][CH2:5][CH2:6][C:7]([C:9]1[CH:14]=[CH:13][C:12]([F:15])=[CH:11][CH:10]=1)=[O:8].C1OCCOCCOCCOCCOCCOC1.[F-:34].[K+]. Given the product [Cl:3][CH2:4][CH2:5][CH:6]([F:34])[C:7]([C:9]1[CH:10]=[CH:11][C:12]([F:15])=[CH:13][CH:14]=1)=[O:8], predict the reactants needed to synthesize it. (2) Given the product [F:12][C:7]1[CH:6]=[C:5]([C:22]([C@H:13]2[CH2:18][CH2:17][CH2:16][CH2:15][C@H:14]2[C:19]([OH:21])=[O:20])=[O:23])[CH:10]=[C:9]([F:11])[CH:8]=1, predict the reactants needed to synthesize it. The reactants are: [Mg].II.Br[C:5]1[CH:10]=[C:9]([F:11])[CH:8]=[C:7]([F:12])[CH:6]=1.[C@@H:13]12[C:22](=[O:23])[O:21][C:19](=[O:20])[C@@H:14]1[CH2:15][CH2:16][CH2:17][CH2:18]2.S(=O)(=O)(O)O. (3) Given the product [F:19][CH:18]([F:20])[CH2:17][N:13]1[CH:14]=[C:10]([C:9]#[C:8][C:6]2[CH:5]=[CH:4][N:3]=[C:2]([CH3:1])[CH:7]=2)[N:11]=[C:12]1[CH3:15], predict the reactants needed to synthesize it. The reactants are: [CH3:1][C:2]1[CH:7]=[C:6]([C:8]#[C:9][C:10]2[N:11]=[C:12]([CH3:15])[NH:13][CH:14]=2)[CH:5]=[CH:4][N:3]=1.Br[CH2:17][CH:18]([F:20])[F:19]. (4) Given the product [O:9]1[C:8]2[CH:13]=[CH:14][C:5]([OH:4])=[CH:6][C:7]=2[O:12][CH2:11][CH2:10]1, predict the reactants needed to synthesize it. The reactants are: C([O:4][C:5]1[CH:14]=[CH:13][C:8]2[O:9][CH2:10][CH2:11][O:12][C:7]=2[CH:6]=1)(=O)C.[OH-].[Na+].CCOC(C)=O. (5) The reactants are: [CH3:1][C:2]1[C:7](=O)[NH:6][C:5]([NH2:9])=[N:4][CH:3]=1.O=P(Cl)(Cl)[Cl:12]. Given the product [Cl:12][C:7]1[C:2]([CH3:1])=[CH:3][N:4]=[C:5]([NH2:9])[N:6]=1, predict the reactants needed to synthesize it.